From a dataset of Reaction yield outcomes from USPTO patents with 853,638 reactions. Predict the reaction yield, written as a fraction of the theoretical maximum amount of product (1.0 means a 100% yield; for example, 0.34 means a 34% yield). (1) The reactants are [Br:1][C:2]1[CH:7]=[CH:6][C:5]([CH2:8][C:9]([OH:11])=[O:10])=[C:4]([N+:12]([O-:14])=[O:13])[CH:3]=1.Cl.[C:16]([O-])([O-])=O.[Na+].[Na+]. The catalyst is CO. The product is [CH3:16][O:10][C:9](=[O:11])[CH2:8][C:5]1[CH:6]=[CH:7][C:2]([Br:1])=[CH:3][C:4]=1[N+:12]([O-:14])=[O:13]. The yield is 1.00. (2) The reactants are [O:1]=[S:2]1(=[O:28])[CH2:7][CH2:6][CH:5]([CH2:8][C:9]2[C:17]3[C:12](=[C:13]([C:25]([NH2:27])=[O:26])[CH:14]=[C:15]([C:18]4[CH:22]=[C:21]([CH:23]=O)[S:20][CH:19]=4)[CH:16]=3)[NH:11][CH:10]=2)[CH2:4][CH2:3]1.[NH:29]1[CH2:35][CH2:34][CH2:33][CH2:32][CH2:31][CH2:30]1.C(O)(=O)C.C(O[BH-](OC(=O)C)OC(=O)C)(=O)C. The catalyst is CS(C)=O. The product is [O:28]=[S:2]1(=[O:1])[CH2:3][CH2:4][CH:5]([CH2:8][C:9]2[C:17]3[C:12](=[C:13]([C:25]([NH2:27])=[O:26])[CH:14]=[C:15]([C:18]4[CH:22]=[C:21]([CH2:23][N:29]5[CH2:35][CH2:34][CH2:33][CH2:32][CH2:31][CH2:30]5)[S:20][CH:19]=4)[CH:16]=3)[NH:11][CH:10]=2)[CH2:6][CH2:7]1. The yield is 0.0950.